Dataset: Retrosynthesis with 50K atom-mapped reactions and 10 reaction types from USPTO. Task: Predict the reactants needed to synthesize the given product. (1) Given the product CCN(C)c1nc(Cl)nc2c1CCC2c1ccccc1, predict the reactants needed to synthesize it. The reactants are: CCNC.Clc1nc(Cl)c2c(n1)C(c1ccccc1)CC2. (2) Given the product COCCOCCn1c(C)nc2ccccc21, predict the reactants needed to synthesize it. The reactants are: COCCOCCCl.Cc1nc2ccccc2[nH]1. (3) Given the product O=C1N(c2ccc3ncsc3c2)CCN1c1cnccc1CN1CCOCC1, predict the reactants needed to synthesize it. The reactants are: C1COCCN1.O=Cc1ccncc1N1CCN(c2ccc3ncsc3c2)C1=O.